This data is from Reaction yield outcomes from USPTO patents with 853,638 reactions. The task is: Predict the reaction yield, written as a fraction of the theoretical maximum amount of product (1.0 means a 100% yield; for example, 0.34 means a 34% yield). (1) The reactants are CO[C:3](=[O:25])[C:4]1[CH:9]=[CH:8][C:7]([O:10][CH2:11][C:12]2[C:13]([C:19]3[CH:24]=[CH:23][CH:22]=[CH:21][CH:20]=3)=[N:14][O:15][C:16]=2[CH2:17][OH:18])=[N:6][CH:5]=1.[CH2:26]([CH2:28][NH2:29])[OH:27].N12CCCNC1=NCCC2. The catalyst is C1(C)C=CC=CC=1. The product is [OH:27][CH2:26][CH2:28][NH:29][C:3](=[O:25])[C:4]1[CH:9]=[CH:8][C:7]([O:10][CH2:11][C:12]2[C:13]([C:19]3[CH:20]=[CH:21][CH:22]=[CH:23][CH:24]=3)=[N:14][O:15][C:16]=2[CH2:17][OH:18])=[N:6][CH:5]=1. The yield is 0.850. (2) The reactants are ClC1C=CC(S(NCC2C=CC(C(OC)=O)=CC=2)(=O)=O)=CC=1.Cl.[NH2:24][CH2:25][C:26]1[CH:35]=[CH:34][C:29]([C:30]([O:32][CH3:33])=[O:31])=[C:28]([F:36])[CH:27]=1.[CH2:37]([O:39][C:40]1[CH:45]=[CH:44][C:43]([S:46](Cl)(=[O:48])=[O:47])=[CH:42][CH:41]=1)[CH3:38]. No catalyst specified. The product is [CH2:37]([O:39][C:40]1[CH:41]=[CH:42][C:43]([S:46]([NH:24][CH2:25][C:26]2[CH:35]=[CH:34][C:29]([C:30]([O:32][CH3:33])=[O:31])=[C:28]([F:36])[CH:27]=2)(=[O:48])=[O:47])=[CH:44][CH:45]=1)[CH3:38]. The yield is 0.520. (3) The reactants are [OH-].[Li+].[Br:3][C:4]1[N:5]([C:19]2[C:28]3[C:23](=[CH:24][CH:25]=[CH:26][CH:27]=3)[C:22]([CH:29]3[CH2:31][CH2:30]3)=[CH:21][CH:20]=2)[C:6]([S:9][C:10]2([C:14]([O:16]CC)=[O:15])[CH2:13][CH2:12][CH2:11]2)=[N:7][N:8]=1. The catalyst is C1COCC1.CO. The product is [Br:3][C:4]1[N:5]([C:19]2[C:28]3[C:23](=[CH:24][CH:25]=[CH:26][CH:27]=3)[C:22]([CH:29]3[CH2:31][CH2:30]3)=[CH:21][CH:20]=2)[C:6]([S:9][C:10]2([C:14]([OH:16])=[O:15])[CH2:11][CH2:12][CH2:13]2)=[N:7][N:8]=1. The yield is 0.750.